This data is from Forward reaction prediction with 1.9M reactions from USPTO patents (1976-2016). The task is: Predict the product of the given reaction. Given the reactants [Br:1][C:2]1[CH:3]=[CH:4][C:5]([N:8]2[CH:12]=[C:11]([CH2:13][CH2:14][CH2:15][OH:16])[C:10]([CH:17]([CH2:20][CH3:21])[CH2:18][CH3:19])=[N:9]2)=[N:6][CH:7]=1.O[C:23]1[C:28]([O:29][CH3:30])=[CH:27][CH:26]=[CH:25][C:24]=1[CH2:31][C:32]([O:34][CH3:35])=[O:33].C(P(CCCC)CCCC)CCC.N(C(N1CCCCC1)=O)=NC(N1CCCCC1)=O, predict the reaction product. The product is: [Br:1][C:2]1[CH:3]=[CH:4][C:5]([N:8]2[CH:12]=[C:11]([CH2:13][CH2:14][CH2:15][O:16][C:23]3[C:28]([O:29][CH3:30])=[CH:27][CH:26]=[CH:25][C:24]=3[CH2:31][C:32]([O:34][CH3:35])=[O:33])[C:10]([CH:17]([CH2:20][CH3:21])[CH2:18][CH3:19])=[N:9]2)=[N:6][CH:7]=1.